Dataset: Reaction yield outcomes from USPTO patents with 853,638 reactions. Task: Predict the reaction yield, written as a fraction of the theoretical maximum amount of product (1.0 means a 100% yield; for example, 0.34 means a 34% yield). (1) The reactants are [Cl:1][C:2]1[C:7]([N+:8]([O-:10])=[O:9])=[C:6]([Cl:11])[CH:5]=[CH:4][C:3]=1[OH:12].[C:13]([O-])([O-])=O.[K+].[K+].CI. The catalyst is CC(C)=O. The product is [Cl:11][C:6]1[CH:5]=[CH:4][C:3]([O:12][CH3:13])=[C:2]([Cl:1])[C:7]=1[N+:8]([O-:10])=[O:9]. The yield is 0.860. (2) The reactants are [CH2:1]([O:3][C:4]([C:6]1[CH:7]=[N:8][N:9]([C:11]2[N:15](COCCOC)[C:14]3[CH:22]=[C:23]([Cl:34])[C:24]([S:26][C:27]4[CH:28]=[C:29]([CH3:33])[CH:30]=[CH:31][CH:32]=4)=[CH:25][C:13]=3[N:12]=2)[CH:10]=1)=[O:5])[CH3:2].CCO.Cl. The catalyst is O1CCOCC1. The product is [CH2:1]([O:3][C:4]([C:6]1[CH:7]=[N:8][N:9]([C:11]2[NH:15][C:14]3[CH:22]=[C:23]([Cl:34])[C:24]([S:26][C:27]4[CH:28]=[C:29]([CH3:33])[CH:30]=[CH:31][CH:32]=4)=[CH:25][C:13]=3[N:12]=2)[CH:10]=1)=[O:5])[CH3:2]. The yield is 0.910. (3) The reactants are CC1(C)[O:6][C:5](=[CH:7][C:8]([N:10]([CH2:13][C:14]2[CH:19]=[CH:18][C:17]([F:20])=[CH:16][CH:15]=2)[O:11][CH3:12])=[O:9])[C:4](=O)[O:3]1.[CH3:23][S:24]([NH2:27])(=[O:26])=[O:25]. No catalyst specified. The product is [F:20][C:17]1[CH:18]=[CH:19][C:14]([CH2:13][N:10]([O:11][CH3:12])[C:8](=[O:9])[CH:7]=[C:5]([OH:6])[C:4]([NH:27][S:24]([CH3:23])(=[O:26])=[O:25])=[O:3])=[CH:15][CH:16]=1. The yield is 0.290. (4) The reactants are Cl[C:2]1[NH:6][C:5]2[C:7]([F:11])=[CH:8][CH:9]=[CH:10][C:4]=2[N:3]=1.[CH3:12][NH2:13]. No catalyst specified. The product is [F:11][C:7]1[C:5]2[NH:6][C:2]([NH:13][CH3:12])=[N:3][C:4]=2[CH:10]=[CH:9][CH:8]=1. The yield is 0.750. (5) The reactants are [C:1]1([CH3:14])[CH:6]=[CH:5][CH:4]=[CH:3][C:2]=1[C:7]1[O:8][CH:9]=[C:10]([CH2:12]Cl)[N:11]=1.[NH2:15][C:16]1[CH:25]=[CH:24][C:23]2[C:22]([OH:26])=[CH:21][CH:20]=[CH:19][C:18]=2[CH:17]=1.[S:27](O[S:27]([C:30]([F:33])([F:32])[F:31])(=[O:29])=[O:28])([C:30]([F:33])([F:32])[F:31])(=[O:29])=[O:28]. No catalyst specified. The product is [C:1]1([CH3:14])[CH:6]=[CH:5][CH:4]=[CH:3][C:2]=1[C:7]1[O:8][CH:9]=[C:10]([CH2:12][O:26][C:22]2[CH:21]=[CH:20][CH:19]=[C:18]3[C:23]=2[CH:24]=[CH:25][C:16]([NH:15][S:27]([C:30]([F:33])([F:32])[F:31])(=[O:29])=[O:28])=[CH:17]3)[N:11]=1. The yield is 0.300. (6) The product is [O:1]=[C:2]1[C:10]2[C:5](=[CH:6][C:7]([NH2:11])=[CH:8][CH:9]=2)[C:4](=[O:14])[N:3]1[CH:15]1[CH2:20][CH2:19][C:18](=[O:21])[NH:17][C:16]1=[O:22]. The yield is 0.690. The reactants are [O:1]=[C:2]1[C:10]2[C:5](=[CH:6][C:7]([N+:11]([O-])=O)=[CH:8][CH:9]=2)[C:4](=[O:14])[N:3]1[CH:15]1[CH2:20][CH2:19][C:18](=[O:21])[NH:17][C:16]1=[O:22]. The catalyst is O1CCOCC1.[Pd]. (7) The reactants are [CH3:1][O:2][C:3]1[C:8]([O:9][CH3:10])=[CH:7][CH:6]=[CH:5][C:4]=1[OH:11].F[C:13]1[CH:18]=[CH:17][CH:16]=[C:15]([F:19])[C:14]=1[N+:20]([O-:22])=[O:21].COC1C(OC)=CC=CC=1OC1C=CC=C(F)C=1N.NC1SC=CN=1. The catalyst is COC1C(OC)=CC=CC=1OC1C=CC=C(F)C=1NC(NC1SC=CN=1)=O. The product is [CH3:1][O:2][C:3]1[C:8]([O:9][CH3:10])=[CH:7][CH:6]=[CH:5][C:4]=1[O:11][C:13]1[CH:18]=[CH:17][CH:16]=[C:15]([F:19])[C:14]=1[N+:20]([O-:22])=[O:21]. The yield is 0.720. (8) The reactants are [Cl:1][C:2]1[C:9]([C:10]#[C:11][Si](C)(C)C)=[C:8](F)[CH:7]=[CH:6][C:3]=1[C:4]#[N:5].[NH2:17][CH:18]([CH2:23][CH3:24])[C:19]([CH3:22])([OH:21])[CH3:20].C([O-])([O-])=O.[K+].[K+].CN1C(=O)CCC1. The catalyst is O. The product is [Cl:1][C:2]1[C:3]([C:4]#[N:5])=[CH:6][CH:7]=[C:8]2[C:9]=1[CH:10]=[CH:11][N:17]2[CH:18]([CH2:23][CH3:24])[C:19]([OH:21])([CH3:22])[CH3:20]. The yield is 0.430.